Dataset: Reaction yield outcomes from USPTO patents with 853,638 reactions. Task: Predict the reaction yield, written as a fraction of the theoretical maximum amount of product (1.0 means a 100% yield; for example, 0.34 means a 34% yield). (1) The reactants are BrB(Br)Br.[Cl:5][C:6]1[C:16]([O:17]C)=[CH:15][C:9]([C:10]([O:12]CC)=[O:11])=[CH:8][C:7]=1[O:19]C.O. The catalyst is C(Cl)Cl. The product is [Cl:5][C:6]1[C:16]([OH:17])=[CH:15][C:9]([C:10]([OH:12])=[O:11])=[CH:8][C:7]=1[OH:19]. The yield is 0.780. (2) The reactants are S(=O)(=O)(O)O.[OH:6][C:7]1[CH:8]=[N:9][C:10]2[C:15]([C:16]=1[C:17]([OH:19])=[O:18])=[CH:14][C:13]([O:20][CH3:21])=[CH:12][CH:11]=2.[CH3:22]O. No catalyst specified. The product is [CH3:22][O:18][C:17]([C:16]1[C:15]2[C:10](=[CH:11][CH:12]=[C:13]([O:20][CH3:21])[CH:14]=2)[N:9]=[CH:8][C:7]=1[OH:6])=[O:19]. The yield is 0.970.